Dataset: NCI-60 drug combinations with 297,098 pairs across 59 cell lines. Task: Regression. Given two drug SMILES strings and cell line genomic features, predict the synergy score measuring deviation from expected non-interaction effect. (1) Drug 1: C1CCC(C1)C(CC#N)N2C=C(C=N2)C3=C4C=CNC4=NC=N3. Drug 2: C1=CN(C(=O)N=C1N)C2C(C(C(O2)CO)O)O.Cl. Cell line: SK-OV-3. Synergy scores: CSS=9.53, Synergy_ZIP=-4.47, Synergy_Bliss=-1.63, Synergy_Loewe=-5.78, Synergy_HSA=-1.03. (2) Drug 1: CC1=C2C(C(=O)C3(C(CC4C(C3C(C(C2(C)C)(CC1OC(=O)C(C(C5=CC=CC=C5)NC(=O)OC(C)(C)C)O)O)OC(=O)C6=CC=CC=C6)(CO4)OC(=O)C)OC)C)OC. Drug 2: C1CC(C1)(C(=O)O)C(=O)O.[NH2-].[NH2-].[Pt+2]. Cell line: IGROV1. Synergy scores: CSS=53.0, Synergy_ZIP=-2.93, Synergy_Bliss=-3.08, Synergy_Loewe=3.77, Synergy_HSA=4.96. (3) Drug 1: C1CC(=O)NC(=O)C1N2CC3=C(C2=O)C=CC=C3N. Drug 2: C1C(C(OC1N2C=C(C(=O)NC2=O)F)CO)O. Cell line: HCT-15. Synergy scores: CSS=54.7, Synergy_ZIP=6.26, Synergy_Bliss=6.89, Synergy_Loewe=0.103, Synergy_HSA=8.47. (4) Cell line: UO-31. Drug 1: CCC1=C2CN3C(=CC4=C(C3=O)COC(=O)C4(CC)O)C2=NC5=C1C=C(C=C5)O. Drug 2: CC1=C(N=C(N=C1N)C(CC(=O)N)NCC(C(=O)N)N)C(=O)NC(C(C2=CN=CN2)OC3C(C(C(C(O3)CO)O)O)OC4C(C(C(C(O4)CO)O)OC(=O)N)O)C(=O)NC(C)C(C(C)C(=O)NC(C(C)O)C(=O)NCCC5=NC(=CS5)C6=NC(=CS6)C(=O)NCCC[S+](C)C)O. Synergy scores: CSS=29.7, Synergy_ZIP=-10.1, Synergy_Bliss=-2.71, Synergy_Loewe=0.935, Synergy_HSA=2.18. (5) Drug 1: C1C(C(OC1N2C=C(C(=O)NC2=O)F)CO)O. Drug 2: CC1=C(C(=O)C2=C(C1=O)N3CC4C(C3(C2COC(=O)N)OC)N4)N. Cell line: A498. Synergy scores: CSS=42.9, Synergy_ZIP=-8.26, Synergy_Bliss=-3.34, Synergy_Loewe=-0.266, Synergy_HSA=2.63. (6) Drug 1: CC1=C(C=C(C=C1)C(=O)NC2=CC(=CC(=C2)C(F)(F)F)N3C=C(N=C3)C)NC4=NC=CC(=N4)C5=CN=CC=C5. Drug 2: COC1=NC(=NC2=C1N=CN2C3C(C(C(O3)CO)O)O)N. Cell line: IGROV1. Synergy scores: CSS=-8.18, Synergy_ZIP=5.73, Synergy_Bliss=1.40, Synergy_Loewe=-8.98, Synergy_HSA=-9.14.